The task is: Binary Classification. Given a drug SMILES string, predict its activity (active/inactive) in a high-throughput screening assay against a specified biological target.. This data is from HIV replication inhibition screening data with 41,000+ compounds from the AIDS Antiviral Screen. (1) The result is 0 (inactive). The compound is Cn1c(=O)nc2n(-c3cccc(F)c3)c3ccccc3nc-2c1=O. (2) The molecule is CC(=O)NC1C(OCc2ccccc2)OC(COC(=O)CCCCCCCCCCNC(=O)c2cccc3c(=O)c4ccccc4[nH]c23)C(O)C1OC(C)C(=O)NC(C)C(=O)NC(CCC(N)=O)C(N)=O. The result is 0 (inactive).